From a dataset of Reaction yield outcomes from USPTO patents with 853,638 reactions. Predict the reaction yield, written as a fraction of the theoretical maximum amount of product (1.0 means a 100% yield; for example, 0.34 means a 34% yield). The reactants are [CH3:1][O:2][C:3]1[CH:4]=[C:5]([NH:11][C:12]2[C:13]3[N:29]=[CH:28][S:27][C:14]=3[N:15]=[C:16]([N:18]3[CH2:23][CH2:22][CH2:21][CH:20]([C:24](O)=[O:25])[CH2:19]3)[N:17]=2)[CH:6]=[CH:7][C:8]=1[O:9][CH3:10].[NH2:30][C:31]1[CH:32]=[CH:33][C:34]([C:37]([O:39][CH3:40])=[O:38])=[N:35][CH:36]=1.CN1C=CN=C1.CCN=C=NCCCN(C)C. The catalyst is ClCCl. The product is [CH3:1][O:2][C:3]1[CH:4]=[C:5]([NH:11][C:12]2[C:13]3[N:29]=[CH:28][S:27][C:14]=3[N:15]=[C:16]([N:18]3[CH2:23][CH2:22][CH2:21][CH:20]([C:24]([NH:30][C:31]4[CH:32]=[CH:33][C:34]([C:37]([O:39][CH3:40])=[O:38])=[N:35][CH:36]=4)=[O:25])[CH2:19]3)[N:17]=2)[CH:6]=[CH:7][C:8]=1[O:9][CH3:10]. The yield is 0.871.